Task: Predict the product of the given reaction.. Dataset: Forward reaction prediction with 1.9M reactions from USPTO patents (1976-2016) (1) Given the reactants [CH3:1][C:2]1[C:6]2[CH:7]=[CH:8][CH:9]=[CH:10][C:5]=2[O:4][C:3]=1[CH:11]([NH:20][C:21]1[CH:30]=[CH:29][C:24]([C:25]([O:27]C)=[O:26])=[CH:23][CH:22]=1)[CH2:12][O:13][C:14]1[CH:19]=[CH:18][CH:17]=[CH:16][CH:15]=1.O1CCCC1.[OH-].[Na+], predict the reaction product. The product is: [CH3:1][C:2]1[C:6]2[CH:7]=[CH:8][CH:9]=[CH:10][C:5]=2[O:4][C:3]=1[CH:11]([NH:20][C:21]1[CH:22]=[CH:23][C:24]([C:25]([OH:27])=[O:26])=[CH:29][CH:30]=1)[CH2:12][O:13][C:14]1[CH:19]=[CH:18][CH:17]=[CH:16][CH:15]=1. (2) Given the reactants CO[C:3](=[O:26])[CH:4]([C:18]1[CH:23]=[CH:22][C:21]([Cl:24])=[C:20]([Cl:25])[CH:19]=1)[CH2:5][CH:6]1[CH2:10][CH2:9][CH:8]([O:11][CH:12]2[CH2:17][CH2:16][CH2:15][CH2:14][O:13]2)[CH2:7]1.[CH3:27][NH:28][C:29]([NH2:31])=[O:30].C[O-].[Mg+2].C[O-].CO, predict the reaction product. The product is: [Cl:25][C:20]1[CH:19]=[C:18]([CH:4]([CH2:5][CH:6]2[CH2:10][CH2:9][CH:8]([O:11][CH:12]3[CH2:17][CH2:16][CH2:15][CH2:14][O:13]3)[CH2:7]2)[C:3]([NH:31][C:29]([NH:28][CH3:27])=[O:30])=[O:26])[CH:23]=[CH:22][C:21]=1[Cl:24]. (3) Given the reactants Cl.Cl.[NH2:3][CH2:4][CH2:5][N:6]1[C:14]2[C:13]([NH:15][C:16]3[CH:21]=[CH:20][C:19]([O:22][C:23]4[CH:28]=[CH:27][CH:26]=[C:25]([C:29]([F:35])([F:34])[C:30]([CH3:33])([CH3:32])[CH3:31])[CH:24]=4)=[C:18]([Cl:36])[CH:17]=3)=[N:12][CH:11]=[N:10][C:9]=2[CH:8]=[CH:7]1.[CH3:37][S:38]([CH2:41][C:42](O)=[O:43])(=[O:40])=[O:39].Cl.C(N=C=NCCCN(C)C)C.O.ON1C2C=CC=CC=2N=N1, predict the reaction product. The product is: [Cl:36][C:18]1[CH:17]=[C:16]([NH:15][C:13]2[C:14]3[N:6]([CH2:5][CH2:4][NH:3][C:42](=[O:43])[CH2:41][S:38]([CH3:37])(=[O:40])=[O:39])[CH:7]=[CH:8][C:9]=3[N:10]=[CH:11][N:12]=2)[CH:21]=[CH:20][C:19]=1[O:22][C:23]1[CH:28]=[CH:27][CH:26]=[C:25]([C:29]([F:35])([F:34])[C:30]([CH3:33])([CH3:31])[CH3:32])[CH:24]=1. (4) Given the reactants [CH:1]1([CH2:4][S:5][C:6]2[N:10]([CH3:11])[CH:9]=[N:8][N:7]=2)[CH2:3][CH2:2]1.[CH3:12][C:13]([CH3:18])([CH3:17])[CH2:14][CH:15]=[O:16].[C:19](O[C:19]([O:21][C:22]([CH3:25])([CH3:24])[CH3:23])=[O:20])([O:21][C:22]([CH3:25])([CH3:24])[CH3:23])=[O:20], predict the reaction product. The product is: [C:19](=[O:20])([O:16][CH:15]([C:9]1[N:10]([CH3:11])[C:6]([S:5][CH2:4][CH:1]2[CH2:2][CH2:3]2)=[N:7][N:8]=1)[CH2:14][C:13]([CH3:18])([CH3:17])[CH3:12])[O:21][C:22]([CH3:25])([CH3:24])[CH3:23]. (5) Given the reactants [F:1][C:2]([F:26])([F:25])[C:3]1[N:8]2[N:9]=[CH:10][C:11]([C:12](O)=[O:13])=[C:7]2[N:6]=[C:5]([C:15]2[CH:20]=[CH:19][C:18]([C:21]([F:24])([F:23])[F:22])=[CH:17][CH:16]=2)[CH:4]=1.C(OC(=O)[NH:33][CH2:34][CH2:35][NH:36][S:37]([C:40]1[S:41][C:42]([Cl:48])=[C:43]([N+:45]([O-])=O)[CH:44]=1)(=[O:39])=[O:38])(C)(C)C, predict the reaction product. The product is: [NH2:33][CH2:34][CH2:35][NH:36][S:37]([C:40]1[S:41][C:42]([Cl:48])=[C:43]([NH:45][C:12]([C:11]2[CH:10]=[N:9][N:8]3[C:3]([C:2]([F:26])([F:25])[F:1])=[CH:4][C:5]([C:15]4[CH:16]=[CH:17][C:18]([C:21]([F:23])([F:22])[F:24])=[CH:19][CH:20]=4)=[N:6][C:7]=23)=[O:13])[CH:44]=1)(=[O:38])=[O:39].